From a dataset of Forward reaction prediction with 1.9M reactions from USPTO patents (1976-2016). Predict the product of the given reaction. (1) The product is: [Cl:1][C:2]1[CH:3]=[C:4]([CH:28]=[CH:29][C:30]=1[Cl:31])[CH2:5][N:6]([O:18][CH2:19][CH2:20][CH2:21][N:22]1[CH2:27][CH2:26][O:25][CH2:24][CH2:23]1)[C:7]([C:8]1[CH2:34][N:35]([CH3:36])[C:13](=[O:14])[C:9]=1[OH:10])=[O:17]. Given the reactants [Cl:1][C:2]1[CH:3]=[C:4]([CH:28]=[CH:29][C:30]=1[Cl:31])[CH2:5][N:6]([O:18][CH2:19][CH2:20][CH2:21][N:22]1[CH2:27][CH2:26][O:25][CH2:24][CH2:23]1)[C:7](=[O:17])[CH:8]=[C:9]1[C:13](=[O:14])OC(C)(C)[O:10]1.C=O.[CH3:34][NH2:35].[CH3:36]O, predict the reaction product. (2) The product is: [O:1]=[C:2]1[C@@H:8]([NH:9][C:10](=[O:16])[O:11][C:12]([CH3:13])([CH3:15])[CH3:14])[CH2:7][CH2:6][CH2:5][CH2:4][N:3]1[CH2:21][C:22]1[CH:23]=[N:24][CH:25]=[CH:26][CH:27]=1. Given the reactants [O:1]=[C:2]1[C@@H:8]([NH:9][C:10](=[O:16])[O:11][C:12]([CH3:15])([CH3:14])[CH3:13])[CH2:7][CH2:6][CH2:5][CH2:4][NH:3]1.[H-].[Na+].Cl.Cl[CH2:21][C:22]1[CH:23]=[N:24][CH:25]=[CH:26][CH:27]=1, predict the reaction product.